This data is from Catalyst prediction with 721,799 reactions and 888 catalyst types from USPTO. The task is: Predict which catalyst facilitates the given reaction. (1) Reactant: O.[OH-].[Li+].C[O:5][C:6](=[O:27])[C:7]1[CH:12]=[CH:11][C:10]([O:13][CH2:14][C:15]2[N:16]([CH3:26])[N:17]=[N:18][C:19]=2[C:20]2[CH:25]=[CH:24][CH:23]=[CH:22][N:21]=2)=[N:9][CH:8]=1. Product: [CH3:26][N:16]1[C:15]([CH2:14][O:13][C:10]2[CH:11]=[CH:12][C:7]([C:6]([OH:27])=[O:5])=[CH:8][N:9]=2)=[C:19]([C:20]2[CH:25]=[CH:24][CH:23]=[CH:22][N:21]=2)[N:18]=[N:17]1. The catalyst class is: 776. (2) Reactant: CS(O[CH2:6][CH2:7][O:8][C:9]1[C:10]([C:26]2[CH:31]=[CH:30][C:29]([S:32]([CH3:34])=[O:33])=[CH:28][CH:27]=2)=[N:11][C:12]([C:15]2[NH:24][C:23](=[O:25])[C:22]3[C:17](=[CH:18][CH:19]=[CH:20][CH:21]=3)[N:16]=2)=[CH:13][CH:14]=1)(=O)=O.[CH:35]([NH2:38])([CH3:37])[CH3:36].[I-].[Na+]. Product: [CH:35]([NH:38][CH2:6][CH2:7][O:8][C:9]1[CH:14]=[CH:13][C:12]([C:15]2[NH:24][C:23](=[O:25])[C:22]3[C:17](=[CH:18][CH:19]=[CH:20][CH:21]=3)[N:16]=2)=[N:11][C:10]=1[C:26]1[CH:31]=[CH:30][C:29]([S:32]([CH3:34])=[O:33])=[CH:28][CH:27]=1)([CH3:37])[CH3:36]. The catalyst class is: 16.